Task: Regression. Given two drug SMILES strings and cell line genomic features, predict the synergy score measuring deviation from expected non-interaction effect.. Dataset: NCI-60 drug combinations with 297,098 pairs across 59 cell lines (1) Drug 1: C1=CC(=CC=C1CCC2=CNC3=C2C(=O)NC(=N3)N)C(=O)NC(CCC(=O)O)C(=O)O. Drug 2: C1C(C(OC1N2C=C(C(=O)NC2=O)F)CO)O. Cell line: HOP-62. Synergy scores: CSS=65.9, Synergy_ZIP=12.2, Synergy_Bliss=11.7, Synergy_Loewe=13.7, Synergy_HSA=16.9. (2) Drug 2: CCC1(C2=C(COC1=O)C(=O)N3CC4=CC5=C(C=CC(=C5CN(C)C)O)N=C4C3=C2)O.Cl. Cell line: HCT116. Drug 1: CC1OCC2C(O1)C(C(C(O2)OC3C4COC(=O)C4C(C5=CC6=C(C=C35)OCO6)C7=CC(=C(C(=C7)OC)O)OC)O)O. Synergy scores: CSS=59.8, Synergy_ZIP=-4.42, Synergy_Bliss=-2.98, Synergy_Loewe=-0.599, Synergy_HSA=1.99. (3) Drug 2: CCCCC(=O)OCC(=O)C1(CC(C2=C(C1)C(=C3C(=C2O)C(=O)C4=C(C3=O)C=CC=C4OC)O)OC5CC(C(C(O5)C)O)NC(=O)C(F)(F)F)O. Drug 1: COC1=CC(=CC(=C1O)OC)C2C3C(COC3=O)C(C4=CC5=C(C=C24)OCO5)OC6C(C(C7C(O6)COC(O7)C8=CC=CS8)O)O. Synergy scores: CSS=32.4, Synergy_ZIP=-11.8, Synergy_Bliss=-6.97, Synergy_Loewe=-4.84, Synergy_HSA=-4.48. Cell line: SN12C. (4) Drug 1: CC1C(C(CC(O1)OC2CC(CC3=C2C(=C4C(=C3O)C(=O)C5=C(C4=O)C(=CC=C5)OC)O)(C(=O)CO)O)N)O.Cl. Drug 2: CC(CN1CC(=O)NC(=O)C1)N2CC(=O)NC(=O)C2. Cell line: BT-549. Synergy scores: CSS=8.48, Synergy_ZIP=-2.22, Synergy_Bliss=0.926, Synergy_Loewe=-2.57, Synergy_HSA=0.942. (5) Drug 1: C1CC(=O)NC(=O)C1N2CC3=C(C2=O)C=CC=C3N. Drug 2: C1=NC(=NC(=O)N1C2C(C(C(O2)CO)O)O)N. Cell line: IGROV1. Synergy scores: CSS=8.01, Synergy_ZIP=-1.18, Synergy_Bliss=2.24, Synergy_Loewe=2.66, Synergy_HSA=2.69.